From a dataset of Full USPTO retrosynthesis dataset with 1.9M reactions from patents (1976-2016). Predict the reactants needed to synthesize the given product. (1) Given the product [F:1][C:2]1[C:9]2[O:10][CH2:12][O:11][C:8]=2[CH:7]=[C:4]([CH:5]=[O:6])[CH:3]=1, predict the reactants needed to synthesize it. The reactants are: [F:1][C:2]1[CH:3]=[C:4]([CH:7]=[C:8]([OH:11])[C:9]=1[OH:10])[CH:5]=[O:6].[C:12]([O-])([O-])=O.[Cs+].[Cs+].O. (2) Given the product [NH2:1][C:2]([CH3:25])([CH3:24])[C@H:3]([NH:8][C:9](=[O:23])[C:10]1[CH:15]=[CH:14][C:13]([C:16]#[C:17][C:18]#[C:19][C@@H:20]([OH:22])[CH3:21])=[CH:12][CH:11]=1)[C:4]([NH:26][OH:27])=[O:5], predict the reactants needed to synthesize it. The reactants are: [NH2:1][C:2]([CH3:25])([CH3:24])[C@H:3]([NH:8][C:9](=[O:23])[C:10]1[CH:15]=[CH:14][C:13]([C:16]#[C:17][C:18]#[C:19][C@@H:20]([OH:22])[CH3:21])=[CH:12][CH:11]=1)[C:4](OC)=[O:5].[NH2:26][OH:27]. (3) Given the product [CH2:17]1[CH2:16][O:15][C:12]2[CH:13]=[CH:14][C:9]([NH:8][C:6]3[C:5]([F:19])=[CH:4][N:3]=[C:2]([NH:27][C:26]4[CH:28]=[CH:29][C:23]([CH:20]([CH3:22])[CH3:21])=[CH:24][CH:25]=4)[N:7]=3)=[CH:10][C:11]=2[O:18]1, predict the reactants needed to synthesize it. The reactants are: Cl[C:2]1[N:7]=[C:6]([NH:8][C:9]2[CH:14]=[CH:13][C:12]3[O:15][CH2:16][CH2:17][O:18][C:11]=3[CH:10]=2)[C:5]([F:19])=[CH:4][N:3]=1.[CH:20]([C:23]1[CH:29]=[CH:28][C:26]([NH2:27])=[CH:25][CH:24]=1)([CH3:22])[CH3:21]. (4) The reactants are: [C:1]([CH2:4][CH2:5][CH2:6][CH2:7][CH2:8][CH2:9][CH2:10][C:11]([NH:13][C:14]1[CH:19]=[CH:18][CH:17]=[CH:16][C:15]=1[S:20]([NH:23][C:24]([C@@:26]1([NH:31][C:32]([C@H:34]2[NH:38][CH2:37][C@H:36]([O:39][C:40]([N:42]3[CH2:50][C:49]4[C:44](=[CH:45][CH:46]=[CH:47][C:48]=4[F:51])[CH2:43]3)=[O:41])[CH2:35]2)=[O:33])[CH2:28][C@H:27]1[CH:29]=[CH2:30])=[O:25])(=[O:22])=[O:21])=[O:12])(O)=[O:2].[CH3:52]CN(C(C)C)C(C)C.C[N:62]([C:64]([O:68]N1N=NC2C=CC=NC1=2)=[N+](C)C)C.F[P-](F)(F)(F)(F)F. Given the product [C:64](=[N:62][C@:27]1([CH:26]2[NH:31][C:32](=[O:33])[C@H:34]3[N:38]([CH2:37][C@H:36]([O:39][C:40]([N:42]4[CH2:50][C:49]5[C:44](=[CH:45][CH:46]=[CH:47][C:48]=5[F:51])[CH2:43]4)=[O:41])[CH2:35]3)[C:1](=[O:2])[CH2:4][CH2:5][CH2:6][CH2:7][CH2:8][CH2:9][CH2:10][C:11](=[O:12])[NH:13][C:14]3[C:15](=[CH:16][CH:17]=[CH:18][CH:19]=3)[S:20](=[O:21])(=[O:22])[NH:23][C:24]2=[O:25])[CH2:28][C@H:29]1[CH:30]=[CH2:52])=[O:68], predict the reactants needed to synthesize it.